This data is from Forward reaction prediction with 1.9M reactions from USPTO patents (1976-2016). The task is: Predict the product of the given reaction. (1) The product is: [CH2:24]([O:23][C:4]([O:3][CH2:1][CH3:2])([C@@H:10]([NH:14][C@H:15]([C:17]1[CH:18]=[CH:19][CH:20]=[CH:21][CH:22]=1)[CH3:16])[CH2:11][CH2:12][CH3:13])[C:5]([O:7][CH3:8])=[O:6])[CH3:25]. Given the reactants [CH2:1]([O:3][C:4]([O:23][CH2:24][CH3:25])([C@@H:10]([NH:14][C@H:15]([C:17]1[CH:22]=[CH:21][CH:20]=[CH:19][CH:18]=1)[CH3:16])[CH2:11][CH2:12][CH3:13])[C:5]([O:7][CH2:8]C)=[O:6])[CH3:2].O.OS(O)(=O)=O, predict the reaction product. (2) Given the reactants [F:1][C:2]1[CH:10]=[C:9]2[C:5]([C:6]([C:11]3[CH:12]=[CH:13][C:14]([NH:17][CH2:18][CH2:19][CH2:20][NH2:21])=[N:15][CH:16]=3)=[CH:7][NH:8]2)=[CH:4][CH:3]=1.CCN(CC)CC.[C:29](Cl)([CH3:31])=[O:30], predict the reaction product. The product is: [F:1][C:2]1[CH:10]=[C:9]2[C:5]([C:6]([C:11]3[CH:12]=[CH:13][C:14]([NH:17][CH2:18][CH2:19][CH2:20][NH:21][C:29](=[O:30])[CH3:31])=[N:15][CH:16]=3)=[CH:7][NH:8]2)=[CH:4][CH:3]=1. (3) The product is: [CH2:26]([O:28][C:29](=[O:32])[CH2:30][NH:31][C:2]1[C:11]2[CH2:10][CH2:9][CH2:8][CH2:7][C:6]=2[N:5]=[C:4]([NH2:12])[N:3]=1)[CH3:27]. Given the reactants Cl[C:2]1[C:11]2[CH2:10][CH2:9][CH2:8][CH2:7][C:6]=2[N:5]=[C:4]([NH2:12])[N:3]=1.C(N(CC)CC)C.C(O)CCC.Cl.[CH2:26]([O:28][C:29](=[O:32])[CH2:30][NH2:31])[CH3:27], predict the reaction product.